From a dataset of Forward reaction prediction with 1.9M reactions from USPTO patents (1976-2016). Predict the product of the given reaction. (1) Given the reactants [C:1]([O:5][C:6]([N:8]1[CH2:16][C:15]2[C:10](=[CH:11][CH:12]=[C:13](I)[CH:14]=2)[CH2:9]1)=[O:7])([CH3:4])([CH3:3])[CH3:2].FC(F)(F)C(O)=O.[CH3:25][O:26][CH:27]1[CH2:32][CH2:31][NH:30][CH2:29][CH2:28]1, predict the reaction product. The product is: [C:1]([O:5][C:6]([N:8]1[CH2:16][C:15]2[C:10](=[CH:11][CH:12]=[C:13]([N:30]3[CH2:31][CH2:32][CH:27]([O:26][CH3:25])[CH2:28][CH2:29]3)[CH:14]=2)[CH2:9]1)=[O:7])([CH3:4])([CH3:3])[CH3:2]. (2) Given the reactants [Cl:1][C:2]1[CH:7]=[C:6]([NH2:8])[CH:5]=[CH:4][C:3]=1[NH:9][C:10]1[CH:15]=[CH:14][N:13]=[C:12]2[NH:16][CH:17]=[CH:18][C:11]=12.[Cl:19][C:20]1[CH:25]=[C:24](Cl)[N:23]=[C:22]([NH2:27])[N:21]=1.Cl.[OH-].[Na+], predict the reaction product. The product is: [Cl:19][C:20]1[N:21]=[C:22]([NH2:27])[N:23]=[C:24]([NH:8][C:6]2[CH:5]=[CH:4][C:3]([NH:9][C:10]3[CH:15]=[CH:14][N:13]=[C:12]4[NH:16][CH:17]=[CH:18][C:11]=34)=[C:2]([Cl:1])[CH:7]=2)[CH:25]=1. (3) Given the reactants [CH3:1][S:2](Cl)(=O)=O.[N:6]1([C:11]2[N:12]=[C:13]([N:23]3[CH2:28][CH2:27][O:26][CH2:25][CH2:24]3)[C:14]3[N:20]=[C:19]([CH2:21]O)[CH:18]=[CH:17][C:15]=3[N:16]=2)[CH:10]=[CH:9][N:8]=[CH:7]1.CCN(C(C)C)C(C)C.C[S-].[Na+], predict the reaction product. The product is: [N:6]1([C:11]2[N:12]=[C:13]([N:23]3[CH2:28][CH2:27][O:26][CH2:25][CH2:24]3)[C:14]3[N:20]=[C:19]([CH2:21][S:2][CH3:1])[CH:18]=[CH:17][C:15]=3[N:16]=2)[CH:10]=[CH:9][N:8]=[CH:7]1. (4) Given the reactants [N:1]1[CH:6]=[CH:5][C:4]([C:7]2[CH:12]=[CH:11][C:10]([C:13]3[O:14][C:15]4[C:21]([C:22]([NH2:24])=[O:23])=[CH:20][CH:19]=[CH:18][C:16]=4[N:17]=3)=[CH:9][CH:8]=2)=[CH:3][CH:2]=1.[H][H].Cl, predict the reaction product. The product is: [NH:1]1[CH2:6][CH2:5][CH:4]([C:7]2[CH:12]=[CH:11][C:10]([C:13]3[O:14][C:15]4[C:21]([C:22]([NH2:24])=[O:23])=[CH:20][CH:19]=[CH:18][C:16]=4[N:17]=3)=[CH:9][CH:8]=2)[CH2:3][CH2:2]1. (5) Given the reactants [C:1]1([C:7](=O)[CH2:8][C:9]2[CH:14]=[CH:13][CH:12]=[CH:11][CH:10]=2)[CH:6]=[CH:5][CH:4]=[CH:3][CH:2]=1.[OH:16][C:17]1[C:24]([N+:25]([O-:27])=[O:26])=[CH:23][C:20]([CH:21]=O)=[CH:19][C:18]=1[O:28][CH3:29].[NH2:30][C:31]([NH2:33])=[O:32].Cl, predict the reaction product. The product is: [OH:16][C:17]1[C:24]([N+:25]([O-:27])=[O:26])=[CH:23][C:20]([CH:21]2[C:8]([C:9]3[CH:14]=[CH:13][CH:12]=[CH:11][CH:10]=3)=[C:7]([C:1]3[CH:6]=[CH:5][CH:4]=[CH:3][CH:2]=3)[NH:33][C:31](=[O:32])[NH:30]2)=[CH:19][C:18]=1[O:28][CH3:29]. (6) Given the reactants [NH2:1][C@@H:2]([CH2:7][CH2:8][S:9][CH3:10])[C:3]([O:5][CH3:6])=[O:4].[C:11]([NH:18][CH2:19][C:20](O)=[O:21])([O:13][C:14]([CH3:17])([CH3:16])[CH3:15])=[O:12].C(N=C=NC(C)C)(C)C.C(N(C(C)C)CC)(C)C, predict the reaction product. The product is: [CH3:15][C:14]([CH3:17])([CH3:16])[O:13][C:11](=[O:12])[NH:18][CH2:19][C:20](=[O:21])[NH:1][C@H:2]([C:3]([O:5][CH3:6])=[O:4])[CH2:7][CH2:8][S:9][CH3:10]. (7) The product is: [CH:27]12[CH2:32][CH:31]1[CH2:30][N:29]([C:11]1[N:10]=[C:9]([NH:8][CH2:7][C:6]3[CH:23]=[CH:24][C:3]([O:2][CH3:1])=[C:4]([CH3:25])[CH:5]=3)[C:14]([C:15]([O:17][CH2:18][CH3:19])=[O:16])=[CH:13][N:12]=1)[CH2:28]2. Given the reactants [CH3:1][O:2][C:3]1[CH:24]=[CH:23][C:6]([CH2:7][NH:8][C:9]2[C:14]([C:15]([O:17][CH2:18][CH3:19])=[O:16])=[CH:13][N:12]=[C:11](S(C)=O)[N:10]=2)=[CH:5][C:4]=1[CH3:25].Cl.[CH:27]12[CH2:32][CH:31]1[CH2:30][NH:29][CH2:28]2.C(N(CC)CC)C.O, predict the reaction product. (8) Given the reactants [CH3:1][C:2]1[C:3]([C:18]2[CH:23]=[CH:22][CH:21]=[CH:20][CH:19]=2)=[C:4]([C:9]2[C:14]([F:15])=[CH:13][C:12]([F:16])=[CH:11][C:10]=2[F:17])[C:5](=O)[NH:6][N:7]=1.P(Cl)(Cl)([Cl:26])=O, predict the reaction product. The product is: [Cl:26][C:5]1[N:6]=[N:7][C:2]([CH3:1])=[C:3]([C:18]2[CH:23]=[CH:22][CH:21]=[CH:20][CH:19]=2)[C:4]=1[C:9]1[C:14]([F:15])=[CH:13][C:12]([F:16])=[CH:11][C:10]=1[F:17]. (9) Given the reactants [O:1]([C:8]1[CH:32]=[CH:31][CH:30]=[CH:29][C:9]=1[CH2:10][N:11]1[CH2:28][CH2:27][C:14]2([CH2:19][CH2:18][N:17](C(OCCCC)=O)[CH2:16][CH2:15]2)[CH2:13][CH2:12]1)[C:2]1[CH:7]=[CH:6][CH:5]=[CH:4][CH:3]=1.[ClH:33], predict the reaction product. The product is: [ClH:33].[O:1]([C:8]1[CH:32]=[CH:31][CH:30]=[CH:29][C:9]=1[CH2:10][N:11]1[CH2:28][CH2:27][C:14]2([CH2:15][CH2:16][NH:17][CH2:18][CH2:19]2)[CH2:13][CH2:12]1)[C:2]1[CH:7]=[CH:6][CH:5]=[CH:4][CH:3]=1. (10) Given the reactants [Cl:1][C:2]1[C:3]([F:17])=[C:4]([C:9]2[CH:14]=[C:13]([O:15]C)[N:12]=[CH:11][N:10]=2)[C:5]([F:8])=[CH:6][CH:7]=1.Br.CCOCC, predict the reaction product. The product is: [Cl:1][C:2]1[C:3]([F:17])=[C:4]([C:9]2[N:10]=[CH:11][N:12]=[C:13]([OH:15])[CH:14]=2)[C:5]([F:8])=[CH:6][CH:7]=1.